This data is from Catalyst prediction with 721,799 reactions and 888 catalyst types from USPTO. The task is: Predict which catalyst facilitates the given reaction. (1) Reactant: [F-].C([N+](CCCC)(CCCC)CCCC)CCC.[O:19]1[CH:23]=[CH:22][C:21]([C:24]2[CH:32]=[C:31]3[C:27]([C:28]([NH:41][C:42](=[O:46])[CH2:43][CH2:44][CH3:45])=[N:29][N:30]3COCC[Si](C)(C)C)=[CH:26][CH:25]=2)=[CH:20]1.C(OCC)(=O)C. Product: [O:19]1[CH:23]=[CH:22][C:21]([C:24]2[CH:32]=[C:31]3[C:27]([C:28]([NH:41][C:42](=[O:46])[CH2:43][CH2:44][CH3:45])=[N:29][NH:30]3)=[CH:26][CH:25]=2)=[CH:20]1. The catalyst class is: 7. (2) Reactant: O[C:2]([C:5]1[CH:10]=[CH:9][C:8]([NH:11][C:12](=[O:14])[CH3:13])=[CH:7][C:6]=1[O:15][CH3:16])([CH3:4])[CH3:3].C([O-])=O.[NH4+]. Product: [CH:2]([C:5]1[CH:10]=[CH:9][C:8]([NH:11][C:12](=[O:14])[CH3:13])=[CH:7][C:6]=1[O:15][CH3:16])([CH3:4])[CH3:3]. The catalyst class is: 285. (3) Reactant: CCN(C(C)C)C(C)C.C(Cl)CCl.[Br:14][C:15]1[C:16]([S:22]([NH2:25])(=[O:24])=[O:23])=[C:17]([Cl:21])[S:18][C:19]=1[Cl:20].[C:26]([O:30][C:31]([N:33]1[CH2:38][CH2:37][CH:36]([C:39](O)=[O:40])[CH2:35][CH2:34]1)=[O:32])([CH3:29])([CH3:28])[CH3:27]. Product: [C:26]([O:30][C:31]([N:33]1[CH2:38][CH2:37][CH:36]([C:39]([NH:25][S:22]([C:16]2[C:15]([Br:14])=[C:19]([Cl:20])[S:18][C:17]=2[Cl:21])(=[O:23])=[O:24])=[O:40])[CH2:35][CH2:34]1)=[O:32])([CH3:29])([CH3:28])[CH3:27]. The catalyst class is: 241. (4) Reactant: Br[C:2]1[C:3]([CH2:11][CH3:12])=[N:4][C:5]([N+:8]([O-:10])=[O:9])=[CH:6][CH:7]=1.[Cl:13][C:14]1[CH:19]=[C:18]([OH:20])[CH:17]=[CH:16][N:15]=1.C([O-])([O-])=O.[K+].[K+]. Product: [Cl:13][C:14]1[CH:19]=[C:18]([O:20][C:2]2[C:3]([CH2:11][CH3:12])=[N:4][C:5]([N+:8]([O-:10])=[O:9])=[CH:6][CH:7]=2)[CH:17]=[CH:16][N:15]=1. The catalyst class is: 44. (5) Reactant: [CH2:1]([O:3][C:4](=[O:12])[C:5]([S:8][C:9](=O)[CH3:10])([CH3:7])[CH3:6])[CH3:2].C[O-].[Na+].BrCC[CH2:19][C:20]([F:23])([F:22])[F:21]. Product: [CH2:1]([O:3][C:4](=[O:12])[C:5]([CH3:7])([S:8][CH2:9][CH2:10][CH2:19][C:20]([F:23])([F:22])[F:21])[CH3:6])[CH3:2]. The catalyst class is: 8. (6) Reactant: [Br:1][C:2]1[CH:3]=[C:4]([C:9]([F:12])([F:11])[F:10])[CH:5]=[C:6](F)[CH:7]=1.[C:13]([O:17][C:18]([N:20]1[CH2:25][CH2:24][NH:23][CH2:22][CH2:21]1)=[O:19])([CH3:16])([CH3:15])[CH3:14].C(=O)([O-])[O-].[Cs+].[Cs+].O. Product: [Br:1][C:2]1[CH:7]=[C:6]([N:23]2[CH2:22][CH2:21][N:20]([C:18]([O:17][C:13]([CH3:16])([CH3:15])[CH3:14])=[O:19])[CH2:25][CH2:24]2)[CH:5]=[C:4]([C:9]([F:12])([F:11])[F:10])[CH:3]=1. The catalyst class is: 16.